This data is from Forward reaction prediction with 1.9M reactions from USPTO patents (1976-2016). The task is: Predict the product of the given reaction. Given the reactants Cl.[CH3:2][S:3]([C:6]1[CH:18]=[CH:17][C:9]([CH2:10][CH:11]2[CH2:16][CH2:15][NH:14][CH2:13][CH2:12]2)=[CH:8][CH:7]=1)(=[O:5])=[O:4].[OH-].[Na+], predict the reaction product. The product is: [CH3:2][S:3]([C:6]1[CH:7]=[CH:8][C:9]([CH2:10][CH:11]2[CH2:12][CH2:13][NH:14][CH2:15][CH2:16]2)=[CH:17][CH:18]=1)(=[O:5])=[O:4].